From a dataset of Catalyst prediction with 721,799 reactions and 888 catalyst types from USPTO. Predict which catalyst facilitates the given reaction. (1) Reactant: Cl[C:2]([O:4][CH:5]([CH3:7])[CH3:6])=[O:3].[NH2:8][C:9]1[CH:14]=[C:13]([NH:15][C:16](=[O:25])[C:17]2[C:22]([Cl:23])=[CH:21][CH:20]=[CH:19][C:18]=2[Cl:24])[CH:12]=[CH:11][N:10]=1. Product: [Cl:24][C:18]1[CH:19]=[CH:20][CH:21]=[C:22]([Cl:23])[C:17]=1[C:16]([NH:15][C:13]1[CH:12]=[CH:11][N:10]=[C:9]([NH:8][C:2](=[O:3])[O:4][CH:5]([CH3:7])[CH3:6])[CH:14]=1)=[O:25]. The catalyst class is: 17. (2) Reactant: Br[CH2:2][CH2:3][O:4][CH2:5][CH2:6][O:7][CH2:8][CH2:9][O:10][CH3:11].[Br:12][C:13]1[CH:14]=[C:15]([OH:22])[CH:16]=[C:17]([N+:19]([O-:21])=[O:20])[CH:18]=1.C([O-])([O-])=O.[K+].[K+].[Na+].[I-]. Product: [Br:12][C:13]1[CH:18]=[C:17]([N+:19]([O-:21])=[O:20])[CH:16]=[C:15]([O:22][CH2:2][CH2:3][O:4][CH2:5][CH2:6][O:7][CH2:8][CH2:9][O:10][CH3:11])[CH:14]=1. The catalyst class is: 21.